This data is from Full USPTO retrosynthesis dataset with 1.9M reactions from patents (1976-2016). The task is: Predict the reactants needed to synthesize the given product. (1) Given the product [F:1][C:2]1[CH:8]=[C:7]([O:9][C:10]2[C:11]3[N:18]([CH3:19])[CH:17]=[CH:16][C:12]=3[N:13]=[CH:14][N:15]=2)[CH:6]=[CH:5][C:3]=1[NH:4][C:36]([NH:35][C:31]1[CH:32]=[CH:33][CH:34]=[C:29]([C:28]([F:27])([F:38])[F:39])[CH:30]=1)=[O:37], predict the reactants needed to synthesize it. The reactants are: [F:1][C:2]1[CH:8]=[C:7]([O:9][C:10]2[C:11]3[N:18]([CH3:19])[CH:17]=[CH:16][C:12]=3[N:13]=[CH:14][N:15]=2)[CH:6]=[CH:5][C:3]=1[NH2:4].C(N(CC)CC)C.[F:27][C:28]([F:39])([F:38])[C:29]1[CH:30]=[C:31]([N:35]=[C:36]=[O:37])[CH:32]=[CH:33][CH:34]=1. (2) Given the product [CH3:23][O:7][C:6](=[O:8])[C:5]1[CH:9]=[CH:10][C:2]([Cl:1])=[N:3][C:4]=1[NH:11][C:12]1[CH:17]=[CH:16][C:15]([Si:18]([CH3:19])([CH3:21])[CH3:20])=[CH:14][C:13]=1[F:22], predict the reactants needed to synthesize it. The reactants are: [Cl:1][C:2]1[CH:10]=[CH:9][C:5]([C:6]([OH:8])=[O:7])=[C:4]([NH:11][C:12]2[CH:17]=[CH:16][C:15]([Si:18]([CH3:21])([CH3:20])[CH3:19])=[CH:14][C:13]=2[F:22])[N:3]=1.[CH3:23]CN(C(C)C)C(C)C.CN(C=O)C.C(Cl)(=O)C(Cl)=O. (3) Given the product [CH3:1][O:2][C:3]1[CH:4]=[C:5]2[C:10](=[CH:11][CH:12]=1)[CH:9]=[N:8][CH:7]=[C:6]2[CH2:17][CH2:16][CH2:15][C:14]([F:20])([F:19])[F:13], predict the reactants needed to synthesize it. The reactants are: [CH3:1][O:2][C:3]1[CH:4]=[C:5]2[C:10](=[CH:11][CH:12]=1)[CH:9]=[N:8][CH:7]=[CH:6]2.[F:13][C:14]([F:20])([F:19])[CH2:15][CH2:16][CH2:17]I.[OH-].[Na+].[O-][O-].[Na+].[Na+]. (4) Given the product [C:34]([C:31]1[CH:30]=[CH:29][C:28]([O:27][CH2:26][CH2:25][N:19]([CH2:18][CH2:17][N:12]2[CH2:11][CH:10]3[O:16][CH:14]([CH2:15][NH:8][CH2:9]3)[CH2:13]2)[C:20]([N:22]([CH3:24])[CH3:23])=[O:21])=[CH:33][CH:32]=1)#[N:35], predict the reactants needed to synthesize it. The reactants are: C(OC([N:8]1[CH2:15][CH:14]2[O:16][CH:10]([CH2:11][N:12]([CH2:17][CH2:18][N:19]([CH2:25][CH2:26][O:27][C:28]3[CH:33]=[CH:32][C:31]([C:34]#[N:35])=[CH:30][CH:29]=3)[C:20]([N:22]([CH3:24])[CH3:23])=[O:21])[CH2:13]2)[CH2:9]1)=O)(C)(C)C.